Dataset: Full USPTO retrosynthesis dataset with 1.9M reactions from patents (1976-2016). Task: Predict the reactants needed to synthesize the given product. (1) Given the product [CH3:13][N:12]([CH3:14])[C:10](=[N:1][C:2]1[CH:7]=[CH:6][CH:5]=[CH:4][N:3]=1)[CH3:11], predict the reactants needed to synthesize it. The reactants are: [NH2:1][C:2]1[CH:7]=[CH:6][CH:5]=[CH:4][N:3]=1.CO[C:10](OC)([N:12]([CH3:14])[CH3:13])[CH3:11]. (2) Given the product [O:30]1[C:34]2[CH:35]=[CH:36][CH:37]=[CH:38][C:33]=2[CH:32]=[C:31]1[C@H:39]([OH:43])[CH2:40][N:41]([CH2:22][C:20]1[CH:21]=[C:12]2[C:11](=[O:27])[C:10]([C:8]([NH:7][CH2:6][C:5]3[CH:28]=[CH:29][C:2]([F:1])=[CH:3][CH:4]=3)=[O:9])=[CH:26][N:14]3[CH2:15][C:16](=[O:25])[N:17]([CH3:24])[C:18]([CH:19]=1)=[C:13]23)[CH3:42], predict the reactants needed to synthesize it. The reactants are: [F:1][C:2]1[CH:29]=[CH:28][C:5]([CH2:6][NH:7][C:8]([C:10]2[C:11](=[O:27])[C:12]3[C:13]4[N:14]([CH:26]=2)[CH2:15][C:16](=[O:25])[N:17]([CH3:24])[C:18]=4[CH:19]=[C:20]([CH2:22]Cl)[CH:21]=3)=[O:9])=[CH:4][CH:3]=1.[O:30]1[C:34]2[CH:35]=[CH:36][CH:37]=[CH:38][C:33]=2[CH:32]=[C:31]1[C@H:39]([OH:43])[CH2:40][NH:41][CH3:42].CCN(C(C)C)C(C)C. (3) Given the product [NH2:2][C:3]1[N:8]=[C:7]([CH3:9])[C:6]([CH2:10][C:11]2[CH:12]=[CH:13][C:14]([CH2:17][C:18]([O:20][CH2:41][CH2:40][CH2:39][CH2:38][N:37]([CH3:43])[CH3:36])=[O:19])=[CH:15][CH:16]=2)=[C:5]([NH:21][CH2:22][CH2:23][CH2:24][CH2:25][CH3:26])[N:4]=1, predict the reactants needed to synthesize it. The reactants are: Cl.[NH2:2][C:3]1[N:8]=[C:7]([CH3:9])[C:6]([CH2:10][C:11]2[CH:16]=[CH:15][C:14]([CH2:17][C:18]([OH:20])=[O:19])=[CH:13][CH:12]=2)=[C:5]([NH:21][CH2:22][CH2:23][CH2:24][CH2:25][CH3:26])[N:4]=1.CS(O)(=O)=O.S(Cl)(Cl)=O.[CH3:36][N:37]([CH3:43])[CH2:38][CH2:39][CH2:40][CH2:41]O.CN(C)C. (4) Given the product [Br:2][Zn:1][CH2:33][C:13]([CH2:14][O:15][Si:16]([C:29]([CH3:32])([CH3:31])[CH3:30])([C:23]1[CH:28]=[CH:27][CH:26]=[CH:25][CH:24]=1)[C:17]1[CH:18]=[CH:19][CH:20]=[CH:21][CH:22]=1)=[CH2:12], predict the reactants needed to synthesize it. The reactants are: [Zn:1].[Br:2]CCBr.Cl[Si](C)(C)C.Br[CH2:12][C:13](=[CH2:33])[CH2:14][O:15][Si:16]([C:29]([CH3:32])([CH3:31])[CH3:30])([C:23]1[CH:28]=[CH:27][CH:26]=[CH:25][CH:24]=1)[C:17]1[CH:22]=[CH:21][CH:20]=[CH:19][CH:18]=1. (5) Given the product [Cl:57][C:58]1[CH:63]=[CH:62][CH:61]=[CH:60][C:59]=1[NH:64][C:65]([NH:54][C:53]1[CH:52]=[CH:51][C:50]([C:47]2[S:46][C:45]([CH:42]3[CH2:43][CH2:44][CH:39]([CH2:38][C:36]4[O:35][N:34]=[C:33]([CH3:32])[N:37]=4)[CH2:40][CH2:41]3)=[N:49][CH:48]=2)=[CH:56][CH:55]=1)=[O:66], predict the reactants needed to synthesize it. The reactants are: FC(F)(F)C1C=C(NC(=O)NC2C=CC(C3SC(CCC(OC)=O)=NC=3)=CC=2)C=CC=1.[CH3:32][C:33]1[N:37]=[C:36]([CH2:38][CH:39]2[CH2:44][CH2:43][CH:42]([C:45]3[S:46][C:47]([C:50]4[CH:56]=[CH:55][C:53]([NH2:54])=[CH:52][CH:51]=4)=[CH:48][N:49]=3)[CH2:41][CH2:40]2)[O:35][N:34]=1.[Cl:57][C:58]1[CH:63]=[CH:62][CH:61]=[CH:60][C:59]=1[N:64]=[C:65]=[O:66]. (6) Given the product [CH2:1]([CH:3]1[CH2:12][CH:11]2[C:6](=[CH:7][C:8]([O:21][CH3:22])=[C:9]([O:13][CH2:14][C:15]3[CH:20]=[CH:19][CH:18]=[CH:17][CH:16]=3)[CH2:10]2)[CH2:5][N:4]1[CH2:37][C:36]1[CH:39]=[CH:40][CH:41]=[C:34]([O:33][CH3:32])[CH:35]=1)[CH3:2], predict the reactants needed to synthesize it. The reactants are: [CH2:1]([CH:3]1[CH2:12][C:11]2[C:6](=[CH:7][C:8]([O:21][CH3:22])=[C:9]([O:13][CH2:14][C:15]3[CH:20]=[CH:19][CH:18]=[CH:17][CH:16]=3)[CH:10]=2)[CH2:5][NH:4]1)[CH3:2].CCN(C(C)C)C(C)C.[CH3:32][O:33][C:34]1[CH:35]=[C:36]([CH:39]=[CH:40][CH:41]=1)[CH2:37]Br.[Cl-].[NH4+]. (7) Given the product [CH2:6]([O:8][CH:9]([O:12][CH2:13][CH3:14])[CH2:10][O:11][C:22]1[N:27]=[CH:26][C:25]([F:28])=[CH:24][N:23]=1)[CH3:7].[Cl:21][C:22]1[N:27]=[CH:26][C:25]([O:11][CH2:10][CH:9]([O:12][CH2:13][CH3:14])[O:8][CH2:6][CH3:7])=[CH:24][N:23]=1, predict the reactants needed to synthesize it. The reactants are: O1CCCC1.[CH2:6]([O:8][CH:9]([O:12][CH2:13][CH3:14])[CH2:10][OH:11])[CH3:7].CN(C)C(=O)C.[Cl:21][C:22]1[N:27]=[CH:26][C:25]([F:28])=[CH:24][N:23]=1. (8) Given the product [CH:68]1([C@H:63]([NH:62][C:25]([C:9]2[CH:8]=[C:7]([C:1]3[CH:2]=[CH:3][CH:4]=[CH:5][CH:6]=3)[S:11][C:10]=2[NH:12][C:13]([NH:15][C:16]2[C:21]([Cl:22])=[CH:20][C:19]([Cl:23])=[CH:18][C:17]=2[Cl:24])=[O:14])=[O:26])[C:64]([O:66][CH3:67])=[O:65])[CH2:73][CH2:72][CH2:71][CH2:70][CH2:69]1, predict the reactants needed to synthesize it. The reactants are: [C:1]1([C:7]2[S:11][C:10]([NH:12][C:13]([NH:15][C:16]3[C:21]([Cl:22])=[CH:20][C:19]([Cl:23])=[CH:18][C:17]=3[Cl:24])=[O:14])=[C:9]([C:25](O)=[O:26])[CH:8]=2)[CH:6]=[CH:5][CH:4]=[CH:3][CH:2]=1.CN(C(ON1N=NC2C=CC=NC1=2)=[N+](C)C)C.F[P-](F)(F)(F)(F)F.CCN(C(C)C)C(C)C.Cl.[NH2:62][C@@H:63]([CH:68]1[CH2:73][CH2:72][CH2:71][CH2:70][CH2:69]1)[C:64]([O:66][CH3:67])=[O:65]. (9) Given the product [OH:38][C@H:25]([C:26]1[CH:31]=[CH:30][C:29]([OH:32])=[C:28]([NH:33][S:34]([CH3:37])(=[O:35])=[O:36])[CH:27]=1)[CH2:24][NH:23][CH:20]1[CH2:21][CH2:22][N:17]([C:14]2[CH:15]=[CH:16][C:11]([C:10]([NH:9][C@@H:5]([CH:6]([CH3:8])[CH3:7])[C:4]([OH:40])=[O:3])=[O:39])=[CH:12][CH:13]=2)[CH2:18][CH2:19]1, predict the reactants needed to synthesize it. The reactants are: C([O:3][C:4](=[O:40])[C@@H:5]([NH:9][C:10](=[O:39])[C:11]1[CH:16]=[CH:15][C:14]([N:17]2[CH2:22][CH2:21][CH:20]([NH:23][CH2:24][C@H:25]([OH:38])[C:26]3[CH:31]=[CH:30][C:29]([OH:32])=[C:28]([NH:33][S:34]([CH3:37])(=[O:36])=[O:35])[CH:27]=3)[CH2:19][CH2:18]2)=[CH:13][CH:12]=1)[CH:6]([CH3:8])[CH3:7])C.[OH-].[Na+].